This data is from Full USPTO retrosynthesis dataset with 1.9M reactions from patents (1976-2016). The task is: Predict the reactants needed to synthesize the given product. Given the product [Cl:1][C:2]1[N:3]=[C:4]([N:13]2[CH2:18][CH2:17][O:16][CH2:15][CH2:14]2)[C:5]2[S:10][C:9]([CH2:11][NH:24][CH3:23])=[CH:8][C:6]=2[N:7]=1, predict the reactants needed to synthesize it. The reactants are: [Cl:1][C:2]1[N:3]=[C:4]([N:13]2[CH2:18][CH2:17][O:16][CH2:15][CH2:14]2)[C:5]2[S:10][C:9]([CH:11]=O)=[CH:8][C:6]=2[N:7]=1.C(O)(=O)C.[CH3:23][NH2:24].[BH4-].[Na+].